Dataset: Forward reaction prediction with 1.9M reactions from USPTO patents (1976-2016). Task: Predict the product of the given reaction. (1) Given the reactants [CH:1]([N:4]([CH:43]([CH3:45])[CH3:44])[CH2:5][CH2:6][C@@H:7]([C:14]1[CH:15]=[C:16]([CH2:21][CH2:22][CH2:23][CH2:24][CH2:25][O:26][C:27]2[CH:32]=[CH:31][C:30]([CH2:33][CH2:34][NH:35]C(=O)OC(C)(C)C)=[CH:29][CH:28]=2)[CH:17]=[CH:18][C:19]=1[OH:20])[C:8]1[CH:13]=[CH:12][CH:11]=[CH:10][CH:9]=1)([CH3:3])[CH3:2].C(O)C.[ClH:49], predict the reaction product. The product is: [ClH:49].[ClH:49].[NH2:35][CH2:34][CH2:33][C:30]1[CH:29]=[CH:28][C:27]([O:26][CH2:25][CH2:24][CH2:23][CH2:22][CH2:21][C:16]2[CH:17]=[CH:18][C:19]([OH:20])=[C:14]([C@@H:7]([C:8]3[CH:9]=[CH:10][CH:11]=[CH:12][CH:13]=3)[CH2:6][CH2:5][N:4]([CH:43]([CH3:44])[CH3:45])[CH:1]([CH3:2])[CH3:3])[CH:15]=2)=[CH:32][CH:31]=1. (2) Given the reactants [Cl:1][C:2]1[CH:3]=[C:4]([CH:8]=[CH:9][C:10]=1[N:11]([CH3:28])[C:12]([C:14]1[S:27][C:17]2[C:18]3[CH:26]=[CH:25][CH:24]=[CH:23][C:19]=3[O:20][CH2:21][CH2:22][C:16]=2[CH:15]=1)=[O:13])[C:5]([OH:7])=O.[NH2:29][CH:30]([CH3:33])[CH2:31][OH:32], predict the reaction product. The product is: [Cl:1][C:2]1[CH:3]=[C:4]([C:5](=[O:7])[NH:29][CH:30]([CH3:33])[CH2:31][OH:32])[CH:8]=[CH:9][C:10]=1[N:11]([CH3:28])[C:12]([C:14]1[S:27][C:17]2[C:18]3[CH:26]=[CH:25][CH:24]=[CH:23][C:19]=3[O:20][CH2:21][CH2:22][C:16]=2[CH:15]=1)=[O:13]. (3) Given the reactants [N:1]1([C:7]2[CH:19]=[C:18]([C:20]([O:22][CH3:23])=[O:21])[C:10]3[NH:11][C:12]([C:14]([F:17])([F:16])[F:15])=[N:13][C:9]=3[CH:8]=2)[CH2:6][CH2:5][O:4][CH2:3][CH2:2]1.C(=O)([O-])[O-].[K+].[K+].Br[CH2:31][C:32]1[CH:37]=[CH:36][CH:35]=[C:34]([Cl:38])[C:33]=1[CH3:39], predict the reaction product. The product is: [Cl:38][C:34]1[C:33]([CH3:39])=[C:32]([CH2:31][N:13]2[C:9]3[CH:8]=[C:7]([N:1]4[CH2:6][CH2:5][O:4][CH2:3][CH2:2]4)[CH:19]=[C:18]([C:20]([O:22][CH3:23])=[O:21])[C:10]=3[N:11]=[C:12]2[C:14]([F:17])([F:15])[F:16])[CH:37]=[CH:36][CH:35]=1. (4) The product is: [CH:13]([C:2]1[CH:3]=[C:4]([N:8]2[CH:12]=[N:11][N:10]=[N:9]2)[CH:5]=[CH:6][CH:7]=1)=[CH2:14]. Given the reactants Br[C:2]1[CH:3]=[C:4]([N:8]2[CH:12]=[N:11][N:10]=[N:9]2)[CH:5]=[CH:6][CH:7]=1.[CH:13]([B-](F)(F)F)=[CH2:14].[K+].C(N(CC)CC)C, predict the reaction product. (5) Given the reactants Br[CH2:2][CH2:3][CH2:4][C:5]([NH:7][C:8]1[N:9]=[CH:10][C:11]([CH2:14][C:15]2[CH:32]=[CH:31][C:18]3[CH2:19][CH2:20][N:21]([C:24]([O:26][C:27]([CH3:30])([CH3:29])[CH3:28])=[O:25])[CH2:22][CH2:23][C:17]=3[CH:16]=2)=[N:12][CH:13]=1)=[O:6].[H-].[Na+].O, predict the reaction product. The product is: [O:6]=[C:5]1[CH2:4][CH2:3][CH2:2][N:7]1[C:8]1[N:9]=[CH:10][C:11]([CH2:14][C:15]2[CH:32]=[CH:31][C:18]3[CH2:19][CH2:20][N:21]([C:24]([O:26][C:27]([CH3:30])([CH3:29])[CH3:28])=[O:25])[CH2:22][CH2:23][C:17]=3[CH:16]=2)=[N:12][CH:13]=1. (6) Given the reactants [CH3:1][C:2]1[C:10]2[C:5](=[CH:6][CH:7]=[C:8](/[CH:11]=[C:12](/[C:15](=O)[CH3:16])\[C:13]#[N:14])[CH:9]=2)[NH:4][N:3]=1.[F:18][C:19]([F:27])([CH2:25][CH3:26])[C:20](=O)[CH2:21][C:22]#[N:23].C([O-])(=O)C.[NH4+:32], predict the reaction product. The product is: [F:18][C:19]([C:20]1[NH:32][C:15]([CH3:16])=[C:12]([C:13]#[N:14])[CH:11]([C:8]2[CH:9]=[C:10]3[C:5](=[CH:6][CH:7]=2)[NH:4][N:3]=[C:2]3[CH3:1])[C:21]=1[C:22]#[N:23])([F:27])[CH2:25][CH3:26]. (7) The product is: [Br:1][C:2]1[N:3]=[C:4]([CH:7]2[CH2:8][CH2:9][N:10]([C:13]([O:15][C:16]([CH3:19])([CH3:18])[CH3:17])=[O:14])[CH2:11][CH2:12]2)[N:5]([CH2:23][CH2:24][OH:25])[CH:6]=1. Given the reactants [Br:1][C:2]1[N:3]=[C:4]([CH:7]2[CH2:12][CH2:11][N:10]([C:13]([O:15][C:16]([CH3:19])([CH3:18])[CH3:17])=[O:14])[CH2:9][CH2:8]2)[NH:5][CH:6]=1.[OH-].[K+].Br[CH2:23][CH2:24][O:25]C1CCCCO1.O.C1(C)C=CC(S(O)(=O)=O)=CC=1, predict the reaction product. (8) The product is: [CH2:17]([C@@H:24]1[NH:25][CH2:26][CH2:27][N:28]([C:2]2[C:8]3[CH:9]=[CH:10][CH:11]=[CH:12][C:7]=3[S:6][C:5]3[CH:13]=[CH:14][CH:15]=[CH:16][C:4]=3[N:3]=2)[CH2:29]1)[C:18]1[CH:19]=[CH:20][CH:21]=[CH:22][CH:23]=1. Given the reactants Cl[C:2]1[C:8]2[CH:9]=[CH:10][CH:11]=[CH:12][C:7]=2[S:6][C:5]2[CH:13]=[CH:14][CH:15]=[CH:16][C:4]=2[N:3]=1.[CH2:17]([C@H:24]1[CH2:29][NH:28][CH2:27][CH2:26][NH:25]1)[C:18]1[CH:23]=[CH:22][CH:21]=[CH:20][CH:19]=1, predict the reaction product. (9) Given the reactants Br[C:2]1[CH:3]=[C:4]2[CH:10]=[CH:9][N:8]([C:11]3[N:15]([CH3:16])[N:14]=[C:13]([CH3:17])[C:12]=3/[CH:18]=[CH:19]/[C:20]([NH:22][S:23]([NH:26][CH2:27][CH2:28][CH2:29][CH3:30])(=[O:25])=[O:24])=[O:21])[C:5]2=[N:6][CH:7]=1.[CH:31]1(B(O)O)[CH2:33][CH2:32]1.C(=O)([O-])[O-].[Na+].[Na+].COCCOC, predict the reaction product. The product is: [CH2:27]([NH:26][S:23]([NH:22][C:20](=[O:21])/[CH:19]=[CH:18]/[C:12]1[C:13]([CH3:17])=[N:14][N:15]([CH3:16])[C:11]=1[N:8]1[C:5]2=[N:6][CH:7]=[C:2]([CH:31]3[CH2:33][CH2:32]3)[CH:3]=[C:4]2[CH:10]=[CH:9]1)(=[O:25])=[O:24])[CH2:28][CH2:29][CH3:30].